This data is from Reaction yield outcomes from USPTO patents with 853,638 reactions. The task is: Predict the reaction yield, written as a fraction of the theoretical maximum amount of product (1.0 means a 100% yield; for example, 0.34 means a 34% yield). (1) The reactants are [Cl:1][CH2:2][C:3]1[CH:8]=[CH:7][C:6]([CH2:9][C:10]([NH:12][NH:13][C:14]([O:16][C:17]([CH3:20])([CH3:19])[CH3:18])=[O:15])=[O:11])=[CH:5][CH:4]=1.[C:21]1([P:27]([C:34]2[CH:39]=[CH:38][CH:37]=[CH:36][CH:35]=2)[C:28]2[CH:33]=[CH:32][CH:31]=[CH:30][CH:29]=2)[CH:26]=[CH:25][CH:24]=[CH:23][CH:22]=1. The catalyst is C1C=CC=CC=1. The product is [Cl-:1].[C:17]([O:16][C:14]([NH:13][NH:12][C:10]([CH2:9][C:6]1[CH:7]=[CH:8][C:3]([CH2:2][P+:27]([C:28]2[CH:29]=[CH:30][CH:31]=[CH:32][CH:33]=2)([C:34]2[CH:39]=[CH:38][CH:37]=[CH:36][CH:35]=2)[C:21]2[CH:22]=[CH:23][CH:24]=[CH:25][CH:26]=2)=[CH:4][CH:5]=1)=[O:11])=[O:15])([CH3:20])([CH3:19])[CH3:18]. The yield is 0.780. (2) The reactants are [NH2:1][CH2:2][CH2:3][CH2:4][CH2:5][C:6]1[CH:18]=[CH:17][C:9]([O:10][CH2:11][C:12]([N:14]([CH3:16])[CH3:15])=[O:13])=[CH:8][CH:7]=1.I.[NH2:20][C:21]1[C:22]([C:29]([NH:31][C:32](=[NH:35])SC)=[O:30])=[N:23][C:24]([Cl:28])=[C:25]([NH2:27])[N:26]=1. The catalyst is C(O)C. The product is [NH2:20][C:21]1[C:22]([C:29]([N:31]=[C:32]([NH2:35])[NH:1][CH2:2][CH2:3][CH2:4][CH2:5][C:6]2[CH:18]=[CH:17][C:9]([O:10][CH2:11][C:12]([N:14]([CH3:15])[CH3:16])=[O:13])=[CH:8][CH:7]=2)=[O:30])=[N:23][C:24]([Cl:28])=[C:25]([NH2:27])[N:26]=1. The yield is 0.280. (3) The yield is 0.220. The product is [OH:1][C:2]([CH3:25])([CH3:24])[C:3]#[C:4][C:5]1[CH:6]=[C:7]([N:11]2[C:19]3[C:14](=[CH:15][CH:16]=[CH:17][CH:18]=3)[C:13]([C:20]([NH2:26])=[O:21])=[N:12]2)[CH:8]=[CH:9][CH:10]=1. The catalyst is CO. The reactants are [OH:1][C:2]([CH3:25])([CH3:24])[C:3]#[C:4][C:5]1[CH:6]=[C:7]([N:11]2[C:19]3[C:14](=[CH:15][CH:16]=[CH:17][CH:18]=3)[C:13]([C:20](OC)=[O:21])=[N:12]2)[CH:8]=[CH:9][CH:10]=1.[NH3:26]. (4) The reactants are [Cl:1][C:2]1[CH:17]=[CH:16][C:5]2[NH:6][C:7]3[CH:15]=[CH:14][CH:13]=[CH:12][C:8]=3[C:9](=O)[NH:10][C:4]=2[CH:3]=1.O=P(Cl)(Cl)[Cl:20].C1(C)C=CC=CC=1. The catalyst is O1CCOCC1. The product is [Cl:1][C:2]1[CH:17]=[CH:16][C:5]2[NH:6][C:7]3[CH:15]=[CH:14][CH:13]=[CH:12][C:8]=3[C:9]([Cl:20])=[N:10][C:4]=2[CH:3]=1. The yield is 0.715. (5) The reactants are [CH3:1][O:2][C:3](=[O:29])[CH2:4][CH2:5][CH2:6]/[CH:7]=[CH:8]\[CH2:9][C@H:10]1[C:14](=[O:15])[CH:13]=[CH:12][C@@H:11]1/[CH:16]=[CH:17]/[C@@H:18]([OH:28])[CH2:19][CH2:20][C:21]1[S:22][C:23]([CH3:27])=[C:24]([Br:26])[CH:25]=1.N1C(C)=CC=CC=1C.[Si:38](OS(C(F)(F)F)(=O)=O)([C:41]([CH3:44])([CH3:43])[CH3:42])([CH3:40])[CH3:39].C([O-])(O)=O.[Na+]. The yield is 0.900. The product is [CH3:1][O:2][C:3](=[O:29])[CH2:4][CH2:5][CH2:6]/[CH:7]=[CH:8]\[CH2:9][C@H:10]1[C:14](=[O:15])[CH:13]=[CH:12][C@@H:11]1/[CH:16]=[CH:17]/[C@@H:18]([O:28][Si:38]([C:41]([CH3:44])([CH3:43])[CH3:42])([CH3:40])[CH3:39])[CH2:19][CH2:20][C:21]1[S:22][C:23]([CH3:27])=[C:24]([Br:26])[CH:25]=1. The catalyst is ClCCl. (6) The reactants are [S-:1][C:2]#[N:3].[NH4+].[C:5]1([CH2:11][C:12](Cl)=[O:13])[CH:10]=[CH:9][CH:8]=[CH:7][CH:6]=1.[Cl:15][C:16]1[CH:17]=[C:18]([CH:20]=[C:21]([Cl:23])[CH:22]=1)[NH2:19]. The catalyst is CC(C)=O. The product is [Cl:15][C:16]1[CH:17]=[C:18]([NH:19][C:2]([NH:3][C:12](=[O:13])[CH2:11][C:5]2[CH:10]=[CH:9][CH:8]=[CH:7][CH:6]=2)=[S:1])[CH:20]=[C:21]([Cl:23])[CH:22]=1. The yield is 0.770. (7) The reactants are [CH3:1][C:2]1[N:6]([CH2:7][CH:8]2[C:21](=[O:22])[C:12]3[C:13]4[CH:14]=[CH:15][CH:16]=[CH:17][C:18]=4[N:19]([CH3:20])[C:11]=3[CH2:10][CH2:9]2)[CH:5]=[CH:4][N:3]=1.[ClH:23]. The catalyst is C(O)(C)C.O. The product is [CH3:1][C:2]1[N:6]([CH2:7][CH:8]2[C:21](=[O:22])[C:12]3[C:13]4[C:18]([N:19]([CH3:20])[C:11]=3[CH2:10][CH2:9]2)=[CH:17][CH:16]=[CH:15][CH:14]=4)[CH:5]=[CH:4][N:3]=1.[OH2:22].[OH2:22].[ClH:23]. The yield is 0.490.